This data is from hERG potassium channel inhibition data for cardiac toxicity prediction from Karim et al.. The task is: Regression/Classification. Given a drug SMILES string, predict its toxicity properties. Task type varies by dataset: regression for continuous values (e.g., LD50, hERG inhibition percentage) or binary classification for toxic/non-toxic outcomes (e.g., AMES mutagenicity, cardiotoxicity, hepatotoxicity). Dataset: herg_karim. (1) The drug is C[C@H]1CN(C(=O)c2cc3c(C(=O)C(=O)N(C)C)cn(C)c3cc2Cl)[C@H](C)CN1Cc1ccc(F)cc1. The result is 0 (non-blocker). (2) The compound is Cc1n[nH]c2ccc(-c3cncc(OC[C@@H](N)Cc4ccccc4)c3)cc12. The result is 0 (non-blocker). (3) The drug is CC(=O)C1=NN2c3cc(F)ccc3OCC2C1(CCCN1CCOCC1)c1ccccc1. The result is 1 (blocker). (4) The molecule is CCCCC(NC(=O)C1(N)CCCN(c2ncnc3[nH]ccc23)C1)c1ccc(Cl)cc1. The result is 1 (blocker). (5) The compound is CC(C)(C)c1ccc(N2CCN(CCN3Cc4ccccc4C3)C2=O)cc1. The result is 1 (blocker). (6) The drug is Cc1c([C@@H]2CN3CCN(C(=O)Cc4ccc(-n5cnnn5)nc4)C[C@H]3CS2)ccc2c1COC2=O. The result is 1 (blocker).